From a dataset of Reaction yield outcomes from USPTO patents with 853,638 reactions. Predict the reaction yield, written as a fraction of the theoretical maximum amount of product (1.0 means a 100% yield; for example, 0.34 means a 34% yield). (1) The reactants are [H-].[H-].[H-].[H-].[Li+].[Al+3].[CH3:7][C:8]1[CH:9]=[C:10]2[C:14](=[CH:15][CH:16]=1)[NH:13][C:12]([CH2:17][CH2:18][C:19](N1[C@@H](C3C=CC=CC=3)COC1=O)=[O:20])=[CH:11]2.CCOC(C)=O.[CH2:39]1[CH2:43]OC[CH2:40]1. The catalyst is [OH-].[Na+]. The product is [CH3:7][C:8]1[CH:9]=[C:10]2[C:14](=[CH:15][CH:16]=1)[NH:13][C:12]([CH2:17][C@H:18]([CH2:43][CH:39]=[CH2:40])[CH2:19][OH:20])=[CH:11]2. The yield is 0.920. (2) The reactants are [CH3:1][C:2]1[N:7]=[C:6]([OH:8])[CH:5]=[C:4]([O:9][C:10]2[CH:15]=[CH:14][C:13]([N+:16]([O-:18])=[O:17])=[C:12]([NH:19][CH3:20])[CH:11]=2)[CH:3]=1.[CH3:21]I. The catalyst is C(Cl)(Cl)Cl.C(=O)([O-])[O-].[Ag+2]. The product is [CH3:21][O:8][C:6]1[CH:5]=[C:4]([O:9][C:10]2[CH:15]=[CH:14][C:13]([N+:16]([O-:18])=[O:17])=[C:12]([CH:11]=2)[NH:19][CH3:20])[CH:3]=[C:2]([CH3:1])[N:7]=1. The yield is 0.900. (3) The reactants are [CH2:1]([N:8]1[CH:12]=[C:11]([C:13]2[NH:21][C:20]3[C:19](=[O:22])[N:18]([CH2:23][CH2:24][CH3:25])[C:17]([Cl:26])=[N:16][C:15]=3[N:14]=2)[CH:10]=[N:9]1)[C:2]1[CH:7]=[CH:6][CH:5]=[CH:4][CH:3]=1.C([O-])([O-])=O.[K+].[K+].[CH3:33][Si:34]([CH2:37][CH2:38][O:39][CH2:40]Cl)([CH3:36])[CH3:35].O. The catalyst is CN(C=O)C. The product is [CH2:1]([N:8]1[CH:12]=[C:11]([C:13]2[N:21]([CH2:40][O:39][CH2:38][CH2:37][Si:34]([CH3:36])([CH3:35])[CH3:33])[C:20]3[C:19](=[O:22])[N:18]([CH2:23][CH2:24][CH3:25])[C:17]([Cl:26])=[N:16][C:15]=3[N:14]=2)[CH:10]=[N:9]1)[C:2]1[CH:7]=[CH:6][CH:5]=[CH:4][CH:3]=1. The yield is 0.250.